Dataset: Forward reaction prediction with 1.9M reactions from USPTO patents (1976-2016). Task: Predict the product of the given reaction. (1) Given the reactants [C:1]([N:4]1[C:13]2[C:8](=[CH:9][C:10]([C:14]#[N:15])=[CH:11][CH:12]=2)[C@H:7]([NH:16][C:17]2[CH:22]=[CH:21][CH:20]=C(CO[Si](C(C)(C)C)(C)C)N=2)[C@@H:6]([CH3:32])[C@@H:5]1[CH:33]1[CH2:35][CH2:34]1)(=[O:3])[CH3:2].C(N1C2C(=CC(C#N)=CC=2)[C@H](N)[C@@H](C)[C@@H]1C1CC1)(=O)C.BrC1[CH:58]=[C:59](C=CC=1)[O:60][CH2:61][CH2:62][O:63][Si:64]([C:67]([CH3:70])([CH3:69])[CH3:68])([CH3:66])[CH3:65], predict the reaction product. The product is: [C:1]([N:4]1[C:13]2[C:8](=[CH:9][C:10]([C:14]#[N:15])=[CH:11][CH:12]=2)[C@H:7]([NH:16][C:17]2[CH:22]=[CH:21][CH:20]=[C:59]([O:60][CH2:61][CH2:62][O:63][Si:64]([C:67]([CH3:70])([CH3:69])[CH3:68])([CH3:66])[CH3:65])[CH:58]=2)[C@@H:6]([CH3:32])[C@@H:5]1[CH:33]1[CH2:35][CH2:34]1)(=[O:3])[CH3:2]. (2) Given the reactants [CH3:1][O:2][C:3](=[O:15])[C:4]1[C:9]([N+:10]([O-:12])=[O:11])=[CH:8][CH:7]=[C:6](F)[C:5]=1[CH3:14].CS(CCO)(=O)=[O:18].[H-].[Na+], predict the reaction product. The product is: [CH3:1][O:2][C:3](=[O:15])[C:4]1[C:9]([N+:10]([O-:12])=[O:11])=[CH:8][CH:7]=[C:6]([OH:18])[C:5]=1[CH3:14]. (3) Given the reactants Cl.[Cl:2][C:3]1[C:8]([Cl:9])=[CH:7][CH:6]=[CH:5][C:4]=1[N:10]1[CH2:15][CH2:14][NH:13][CH2:12][CH2:11]1.[Br:16][C:17]1[CH:22]=[CH:21][C:20]([CH2:23]Br)=[CH:19][CH:18]=1.C(N(CC)CC)C, predict the reaction product. The product is: [Br:16][C:17]1[CH:22]=[CH:21][C:20]([CH2:23][N:13]2[CH2:14][CH2:15][N:10]([C:4]3[CH:5]=[CH:6][CH:7]=[C:8]([Cl:9])[C:3]=3[Cl:2])[CH2:11][CH2:12]2)=[CH:19][CH:18]=1. (4) Given the reactants [CH3:1][CH:2]([CH2:18][S:19][CH3:20])[C:3]([NH:5][C:6]1[S:10][C:9]([C:11]2[CH:12]=[N:13][CH:14]=[CH:15][CH:16]=2)=[N:8][C:7]=1[CH3:17])=O.COC1C=CC(P2(SP(C3C=CC(OC)=CC=3)(=S)S2)=[S:30])=CC=1, predict the reaction product. The product is: [CH3:1][CH:2]([CH2:18][S:19][CH3:20])[C:3]([NH:5][C:6]1[S:10][C:9]([C:11]2[CH:12]=[N:13][CH:14]=[CH:15][CH:16]=2)=[N:8][C:7]=1[CH3:17])=[S:30]. (5) Given the reactants [NH2:1][CH2:2][CH:3]([NH2:5])[CH3:4].Cl.[CH3:7][CH:8]1[CH2:10][NH:9]1, predict the reaction product. The product is: [NH2:5][CH:3]([CH3:4])[CH2:2][NH:1][CH2:7][CH:8]([NH2:9])[CH3:10]. (6) Given the reactants [C:1]([O:5][C:6]([N:8]1[CH2:12][C@H:11](O)[CH2:10][C@H:9]1[C:14]([N:16]1[CH2:20][CH2:19][CH2:18][C@H:17]1[C:21]#[N:22])=[O:15])=[O:7])([CH3:4])([CH3:3])[CH3:2].C([N:25](CC)CC)C, predict the reaction product. The product is: [NH2:25][C@@H:11]1[CH2:12][N:8]([C:6]([O:5][C:1]([CH3:4])([CH3:3])[CH3:2])=[O:7])[C@H:9]([C:14]([N:16]2[CH2:20][CH2:19][CH2:18][C@H:17]2[C:21]#[N:22])=[O:15])[CH2:10]1. (7) Given the reactants [NH2:1][C:2]1[CH:11]=[CH:10][C:5]([C:6]([O:8][CH3:9])=[O:7])=[CH:4][CH:3]=1.[S:12](Cl)([CH3:15])(=[O:14])=[O:13].C(N(CC)C(C)C)C, predict the reaction product. The product is: [CH3:15][S:12]([NH:1][C:2]1[CH:3]=[CH:4][C:5]([C:6]([O:8][CH3:9])=[O:7])=[CH:10][CH:11]=1)(=[O:14])=[O:13].